From a dataset of Reaction yield outcomes from USPTO patents with 853,638 reactions. Predict the reaction yield, written as a fraction of the theoretical maximum amount of product (1.0 means a 100% yield; for example, 0.34 means a 34% yield). The reactants are [CH3:1][N:2]([CH3:30])[C:3]1[C:12]2[C:7](=[CH:8][C:9]([O:13][C:14]3[CH:19]=[CH:18][CH:17]=[CH:16][CH:15]=3)=[CH:10][CH:11]=2)[N:6]=[C:5]([N:20]2[CH:24]=[C:23]([C:25]([O:27]CC)=[O:26])[CH:22]=[N:21]2)[N:4]=1.[OH-].[K+]. The catalyst is C1COCC1. The product is [CH3:1][N:2]([CH3:30])[C:3]1[C:12]2[C:7](=[CH:8][C:9]([O:13][C:14]3[CH:15]=[CH:16][CH:17]=[CH:18][CH:19]=3)=[CH:10][CH:11]=2)[N:6]=[C:5]([N:20]2[CH:24]=[C:23]([C:25]([OH:27])=[O:26])[CH:22]=[N:21]2)[N:4]=1. The yield is 0.680.